Dataset: Forward reaction prediction with 1.9M reactions from USPTO patents (1976-2016). Task: Predict the product of the given reaction. (1) Given the reactants Cl[C:2]1[CH:7]=[C:6]([Cl:8])[CH:5]=[CH:4][C:3]=1[NH:9][C:10](=[O:19])[C:11]1[CH:16]=[C:15]([Cl:17])[CH:14]=[CH:13][C:12]=1[OH:18].ClC1C=C(C(O)=O)C(O)=CC=1.[F:31]C1C=C(F)C=CC=1N.P(Cl)(Cl)Cl, predict the reaction product. The product is: [Cl:17][C:15]1[CH:14]=[CH:13][C:12]([OH:18])=[C:11]([CH:16]=1)[C:10]([NH:9][C:3]1[CH:4]=[CH:5][C:6]([Cl:8])=[CH:7][C:2]=1[F:31])=[O:19]. (2) Given the reactants C(OC([N:11]1[CH2:14][CH:13]([C:15]2[O:16][CH:17]=[C:18]([CH3:20])[N:19]=2)[CH2:12]1)=O)C1C=CC=CC=1, predict the reaction product. The product is: [NH:11]1[CH2:14][CH:13]([C:15]2[O:16][CH:17]=[C:18]([CH3:20])[N:19]=2)[CH2:12]1. (3) The product is: [C:1]([C:3]1[O:4][C:5]2[C:11]([CH2:12][O:13][C:14]3[CH:19]=[CH:18][C:17]([CH2:20][CH2:21][C:22]([OH:24])=[O:23])=[C:16]([CH3:29])[C:15]=3[CH3:30])=[CH:10][C:9]([F:31])=[CH:8][C:6]=2[CH:7]=1)#[N:2]. Given the reactants [C:1]([C:3]1[O:4][C:5]2[C:11]([CH2:12][O:13][C:14]3[CH:19]=[CH:18][C:17]([CH2:20][CH2:21][C:22]([O:24]C(C)(C)C)=[O:23])=[C:16]([CH3:29])[C:15]=3[CH3:30])=[CH:10][C:9]([F:31])=[CH:8][C:6]=2[CH:7]=1)#[N:2].FC(F)(F)C(O)=O, predict the reaction product. (4) Given the reactants [CH3:1][C:2]1(C)[CH2:7]C(=O)[O:5][C:3]1=[O:4].[C:10]([O:13][C@H:14]1[CH2:31][CH2:30][C@@:29]2([CH3:32])[C@@H:16]([CH2:17][CH2:18][C@:19]3([CH3:58])[C@@H:28]2[CH2:27][CH2:26][C@H:25]2[C@@:20]3([CH3:57])[CH2:21][CH2:22][C@@:23]3([C:39]([N:41]4[CH2:45][CH2:44][CH2:43][C@@H:42]4[C:46]4[O:50][N:49]=[C:48]([C:51]5[CH:52]=[N:53][CH:54]=[CH:55][CH:56]=5)[N:47]=4)=[O:40])[CH2:35][CH2:34][C@@H:33]([C:36]([CH3:38])=[CH2:37])[C@@H:24]32)[C:15]1([CH3:60])[CH3:59])(=[O:12])[CH3:11], predict the reaction product. The product is: [CH3:1][C:2]([CH3:7])([CH2:11][C:10](=[O:12])[O:13][C@H:14]1[CH2:31][CH2:30][C@@:29]2([CH3:32])[C@@H:16]([CH2:17][CH2:18][C@:19]3([CH3:58])[C@@H:28]2[CH2:27][CH2:26][C@H:25]2[C@@:20]3([CH3:57])[CH2:21][CH2:22][C@@:23]3([C:39]([N:41]4[CH2:45][CH2:44][CH2:43][C@@H:42]4[C:46]4[O:50][N:49]=[C:48]([C:51]5[CH:52]=[N:53][CH:54]=[CH:55][CH:56]=5)[N:47]=4)=[O:40])[CH2:35][CH2:34][C@@H:33]([C:36]([CH3:38])=[CH2:37])[C@@H:24]32)[C:15]1([CH3:60])[CH3:59])[C:3]([OH:5])=[O:4].